Dataset: Reaction yield outcomes from USPTO patents with 853,638 reactions. Task: Predict the reaction yield, written as a fraction of the theoretical maximum amount of product (1.0 means a 100% yield; for example, 0.34 means a 34% yield). (1) The reactants are [NH:1]1[C:9]2[C:4](=[CH:5][C:6]([NH:10][C:11]3[C:20]4[C:15](=[CH:16][C:17]([O:29][CH3:30])=[CH:18][C:19]=4[O:21][CH:22]4[CH2:27][CH2:26][N:25]([CH3:28])[CH2:24][CH2:23]4)[N:14]=[CH:13][N:12]=3)=[CH:7][CH:8]=2)[CH:3]=[CH:2]1.[F:31][C:32]1[CH:33]=[C:34]([CH:37]=[CH:38][CH:39]=1)[CH2:35]Cl. No catalyst specified. The product is [F:31][C:32]1[CH:33]=[C:34]([CH:37]=[CH:38][CH:39]=1)[CH2:35][N:1]1[C:9]2[C:4](=[CH:5][C:6]([NH:10][C:11]3[C:20]4[C:15](=[CH:16][C:17]([O:29][CH3:30])=[CH:18][C:19]=4[O:21][CH:22]4[CH2:23][CH2:24][N:25]([CH3:28])[CH2:26][CH2:27]4)[N:14]=[CH:13][N:12]=3)=[CH:7][CH:8]=2)[CH:3]=[CH:2]1. The yield is 0.140. (2) The reactants are [CH:1]([CH:4]1[S:9][CH2:8][CH2:7][CH2:6][S:5]1)([CH3:3])[CH3:2].C([Li])CCC.[CH:15](=[O:19])[CH2:16][CH2:17][CH3:18]. The catalyst is O1CCCC1. The product is [CH:1]([C:4]1([CH:15]([OH:19])[CH2:16][CH2:17][CH3:18])[S:9][CH2:8][CH2:7][CH2:6][S:5]1)([CH3:3])[CH3:2]. The yield is 0.850. (3) The product is [I:1][C:2]1[CH:3]=[CH:4][C:5]([N:8]2[CH2:13][CH2:12][N:11]([CH:15]([CH3:17])[CH3:14])[CH2:10][CH2:9]2)=[CH:6][CH:7]=1. The yield is 0.850. The reactants are [I:1][C:2]1[CH:7]=[CH:6][C:5]([N:8]2[CH2:13][CH2:12][NH:11][CH2:10][CH2:9]2)=[CH:4][CH:3]=1.[CH3:14][C:15]([CH3:17])=O.[BH-](OC(C)=O)(OC(C)=O)OC(C)=O.[Na+].CC(O)=O. The catalyst is ClCCCl.C1COCC1.